From a dataset of Forward reaction prediction with 1.9M reactions from USPTO patents (1976-2016). Predict the product of the given reaction. (1) Given the reactants [F:1][C:2]1([F:18])[CH2:6][N:5](C(OC(C)(C)C)=O)[C@@H:4]([C:14]([O:16][CH3:17])=[O:15])[CH2:3]1.C(Cl)Cl.[F:22][C:23]([F:28])([F:27])[C:24]([OH:26])=[O:25].[O-][Mn](=O)(=O)=O.[K+], predict the reaction product. The product is: [OH:26][C:24]([C:23]([F:28])([F:27])[F:22])=[O:25].[CH3:17][O:16][C:14]([C@@H:4]1[CH2:3][C:2]([F:18])([F:1])[CH2:6][NH:5]1)=[O:15]. (2) Given the reactants [NH2:1][C:2]1[C:6]2[CH:7]=[C:8]([CH:11]3[CH2:13][CH2:12]3)[CH:9]=[CH:10][C:5]=2[O:4][C:3]=1[C:14]([NH2:16])=[O:15].[Cl:17][CH2:18][C:19](Cl)=[O:20], predict the reaction product. The product is: [Cl:17][CH2:18][C:19]([NH:1][C:2]1[C:6]2[CH:7]=[C:8]([CH:11]3[CH2:13][CH2:12]3)[CH:9]=[CH:10][C:5]=2[O:4][C:3]=1[C:14]([NH2:16])=[O:15])=[O:20]. (3) Given the reactants [C:1]1([C:7]#[C:8][C:9]2[CH:10]=[CH:11][C:12]3[N:16]=[C:15]([NH2:17])[N:14]([C@H:18]([CH3:23])[C:19]([CH3:22])([CH3:21])[CH3:20])[C:13]=3[CH:24]=2)[CH:6]=[CH:5][CH:4]=[CH:3][CH:2]=1.C(N(CC)CC)C.[C:32](OC(=O)C)(=[O:34])[CH3:33], predict the reaction product. The product is: [C:1]1([C:7]#[C:8][C:9]2[CH:10]=[CH:11][C:12]3[N:16]=[C:15]([NH:17][C:32](=[O:34])[CH3:33])[N:14]([C@H:18]([CH3:23])[C:19]([CH3:20])([CH3:22])[CH3:21])[C:13]=3[CH:24]=2)[CH:2]=[CH:3][CH:4]=[CH:5][CH:6]=1. (4) Given the reactants [Br:1][C:2]1[C:14](=[O:15])[N:13]([CH:16]2[CH2:20][CH2:19][CH2:18][CH2:17]2)[C:5]2[N:6]=[C:7](S(C)=O)[N:8]=[CH:9][C:4]=2[CH:3]=1.[NH2:21][C:22]1[CH:27]=[CH:26][CH:25]=[CH:24][N:23]=1, predict the reaction product. The product is: [Br:1][C:2]1[C:14](=[O:15])[N:13]([CH:16]2[CH2:20][CH2:19][CH2:18][CH2:17]2)[C:5]2[N:6]=[C:7]([NH:21][C:22]3[CH:27]=[CH:26][CH:25]=[CH:24][N:23]=3)[N:8]=[CH:9][C:4]=2[CH:3]=1. (5) Given the reactants [CH3:1][C:2]1[S:6][C:5]([NH2:7])=[N:4][CH:3]=1.[C:8](Cl)(=[O:13])[C:9]([CH3:12])([CH3:11])[CH3:10].C(N(CC)CC)C, predict the reaction product. The product is: [CH3:10][C:9]([CH3:12])([CH3:11])[C:8]([NH:7][C:5]1[S:6][C:2]([CH3:1])=[CH:3][N:4]=1)=[O:13]. (6) Given the reactants [C:1]([O:5][C:6](=[O:25])[NH:7][C:8]1[CH:13]=[CH:12][C:11]([C:14]2[CH:19]=[CH:18][C:17]([C:20]#[N:21])=[C:16](F)[C:15]=2[F:23])=[CH:10][C:9]=1[F:24])([CH3:4])([CH3:3])[CH3:2].O.[NH2:27][NH2:28], predict the reaction product. The product is: [C:1]([O:5][C:6](=[O:25])[NH:7][C:8]1[CH:13]=[CH:12][C:11]([C:14]2[C:15]([F:23])=[C:16]3[C:17]([C:20]([NH2:21])=[N:27][NH:28]3)=[CH:18][CH:19]=2)=[CH:10][C:9]=1[F:24])([CH3:3])([CH3:4])[CH3:2].